Dataset: Full USPTO retrosynthesis dataset with 1.9M reactions from patents (1976-2016). Task: Predict the reactants needed to synthesize the given product. Given the product [F:1][C:2]1[CH:20]=[CH:19][C:5]([CH2:6][NH:7][C:8]([C:10]2[CH:15]=[C:14]([CH:16]([OH:17])[CH3:23])[N:13]=[C:12]([CH3:18])[N:11]=2)=[O:9])=[CH:4][C:3]=1[O:21][CH3:22], predict the reactants needed to synthesize it. The reactants are: [F:1][C:2]1[CH:20]=[CH:19][C:5]([CH2:6][NH:7][C:8]([C:10]2[CH:15]=[C:14]([CH:16]=[O:17])[N:13]=[C:12]([CH3:18])[N:11]=2)=[O:9])=[CH:4][C:3]=1[O:21][CH3:22].[CH3:23][Mg]Br.